This data is from Reaction yield outcomes from USPTO patents with 853,638 reactions. The task is: Predict the reaction yield, written as a fraction of the theoretical maximum amount of product (1.0 means a 100% yield; for example, 0.34 means a 34% yield). (1) The catalyst is C1COCC1. The product is [Cl:9][C:10]1[C:15]([C:16]([OH:18])=[O:17])=[CH:14][N:13]=[CH:12][CH:11]=1. The reactants are [Li+].CC([N-]C(C)C)C.[Cl:9][C:10]1[CH:15]=[CH:14][N:13]=[CH:12][CH:11]=1.[C:16](=[O:18])=[O:17]. The yield is 0.610. (2) The reactants are N1C=CC=CC=1.F.[CH3:8][O:9][C:10](=[O:47])[CH2:11][S:12][CH2:13][CH2:14][CH2:15][S:16][C@H:17]1[C:21](=[O:22])[CH2:20][C@@H:19]([O:23][Si](C(C)(C)C)(C)C)[C@@H:18]1/[CH:31]=[CH:32]/[C@@H:33]([O:39][Si](C(C)(C)C)(C)C)[CH2:34][CH2:35][CH2:36][CH2:37][CH3:38]. The catalyst is CC#N. The product is [CH3:8][O:9][C:10](=[O:47])[CH2:11][S:12][CH2:13][CH2:14][CH2:15][S:16][C@H:17]1[C:21](=[O:22])[CH2:20][C@@H:19]([OH:23])[C@@H:18]1/[CH:31]=[CH:32]/[C@@H:33]([OH:39])[CH2:34][CH2:35][CH2:36][CH2:37][CH3:38]. The yield is 0.900. (3) The reactants are [Br:1][C:2]1[CH:3]=[C:4]([NH2:9])[C:5]([NH2:8])=[CH:6][CH:7]=1.[CH:10](OC)(OC)OC.Cl.C([O-])(O)=O.[Na+]. The catalyst is CN(C=O)C.O. The product is [Br:1][C:2]1[CH:7]=[CH:6][C:5]2[NH:8][CH:10]=[N:9][C:4]=2[CH:3]=1. The yield is 1.00. (4) The reactants are [Br:1][C:2]1[C:10]2[C:5]([NH:6][CH:7]=[N:8][C:9]=2[Cl:11])=[N:4][CH:3]=1.[N:12]1([CH2:18][CH2:19]O)[CH2:17][CH2:16][O:15][CH2:14][CH2:13]1.C1(P(C2C=CC=CC=2)C2C=CC=CC=2)C=CC=CC=1.CCOC(/N=N/C(OCC)=O)=O. The catalyst is O1CCCC1. The product is [Br:1][C:2]1[C:10]2[C:9]([Cl:11])=[N:8][CH:7]=[N:6][C:5]=2[N:4]([CH2:19][CH2:18][N:12]2[CH2:17][CH2:16][O:15][CH2:14][CH2:13]2)[CH:3]=1. The yield is 0.820. (5) The reactants are [Br:1][C:2]1[CH:3]=[CH:4][C:5]([Cl:16])=[C:6]([CH:15]=1)[CH2:7][C:8]1[CH:13]=[CH:12][C:11]([OH:14])=[CH:10][CH:9]=1.C([O-])([O-])=O.[Cs+].[Cs+].CC1C=CC(S(O[CH2:34][CH2:35][O:36][CH:37]2[CH2:39][CH2:38]2)(=O)=O)=CC=1. The catalyst is CN(C=O)C.O. The product is [Br:1][C:2]1[CH:3]=[CH:4][C:5]([Cl:16])=[C:6]([CH2:7][C:8]2[CH:13]=[CH:12][C:11]([O:14][CH2:34][CH2:35][O:36][CH:37]3[CH2:39][CH2:38]3)=[CH:10][CH:9]=2)[CH:15]=1. The yield is 0.640. (6) The reactants are Br[C:2]1[CH:7]=[CH:6][N:5]=[C:4]2[NH:8][C:9]([C:11]([CH3:14])([CH3:13])[CH3:12])=[CH:10][C:3]=12.C(=O)([O-])[O-].[Na+].[Na+].CC1(C)C(C)(C)OB([C:29]2[CH:34]=[CH:33][C:32]([S:35]([NH:38][CH:39]3[CH2:44][CH2:43][N:42]([C:45]([O:47][C:48]([CH3:51])([CH3:50])[CH3:49])=[O:46])[CH2:41][CH2:40]3)(=[O:37])=[O:36])=[CH:31][CH:30]=2)O1.ClCCl. The catalyst is COCCOC.C1C=CC(P([C]2[CH][CH][CH][CH]2)C2C=CC=CC=2)=CC=1.C1C=CC(P([C]2[CH][CH][CH][CH]2)C2C=CC=CC=2)=CC=1.Cl[Pd]Cl.[Fe].O. The product is [CH3:12][C:11]([C:9]1[NH:8][C:4]2=[N:5][CH:6]=[CH:7][C:2]([C:29]3[CH:30]=[CH:31][C:32]([S:35]([NH:38][CH:39]4[CH2:44][CH2:43][N:42]([C:45]([O:47][C:48]([CH3:51])([CH3:50])[CH3:49])=[O:46])[CH2:41][CH2:40]4)(=[O:37])=[O:36])=[CH:33][CH:34]=3)=[C:3]2[CH:10]=1)([CH3:14])[CH3:13]. The yield is 0.860.